This data is from Catalyst prediction with 721,799 reactions and 888 catalyst types from USPTO. The task is: Predict which catalyst facilitates the given reaction. (1) Reactant: [CH2:1]1[C:9]2[C:4](=[CH:5][CH:6]=[CH:7][CH:8]=2)[CH2:3][CH:2]1[NH:10][C:11]1[N:12]=[CH:13][C:14]2[CH2:20][N:19]([C:21]([O:23][CH2:24][CH2:25][CH2:26]Cl)=[O:22])[CH2:18][CH2:17][C:15]=2[N:16]=1.[C-:28]#[N:29].[Na+]. Product: [CH2:1]1[C:9]2[C:4](=[CH:5][CH:6]=[CH:7][CH:8]=2)[CH2:3][CH:2]1[NH:10][C:11]1[N:12]=[CH:13][C:14]2[CH2:20][N:19]([C:21]([O:23][CH2:24][CH2:25][CH2:26][C:28]#[N:29])=[O:22])[CH2:18][CH2:17][C:15]=2[N:16]=1. The catalyst class is: 204. (2) Reactant: [Br:1][C:2]1[N:7]=[CH:6][C:5]2[N:8]=[C:9]([C:17](=[N:20][OH:21])[C:18]#[N:19])[N:10]([C:11]3[CH:16]=[CH:15][CH:14]=[CH:13][CH:12]=3)[C:4]=2[CH:3]=1.C([N:24](CC)CC)C.NO.O. The catalyst class is: 1. Product: [Br:1][C:2]1[N:7]=[CH:6][C:5]2[N:8]=[C:9]([C:17]3[C:18]([NH2:24])=[N:19][O:21][N:20]=3)[N:10]([C:11]3[CH:16]=[CH:15][CH:14]=[CH:13][CH:12]=3)[C:4]=2[CH:3]=1.